From a dataset of Forward reaction prediction with 1.9M reactions from USPTO patents (1976-2016). Predict the product of the given reaction. (1) Given the reactants [F:1][C:2]([F:16])([F:15])[C:3]1[CH:4]=[CH:5][C:6]2[O:10][CH:9]3[CH2:11][C:8]3([CH2:12][NH2:13])[C:7]=2[CH:14]=1.C[Al](C)C.C[Al](C)C.C1N2CCN(CC2)C1.[CH3:33][C:34]1[N:35]=[CH:36][N:37]([C:39]2[C:48](=[O:49])[N:47]3[C:42]([C:43](=[O:50])[O:44][CH2:45][CH2:46]3)=[CH:41][CH:40]=2)[CH:38]=1, predict the reaction product. The product is: [OH:44][CH2:45][CH2:46][N:47]1[C:48](=[O:49])[C:39]([N:37]2[CH:38]=[C:34]([CH3:33])[N:35]=[CH:36]2)=[CH:40][CH:41]=[C:42]1[C:43]([NH:13][CH2:12][C:8]12[CH2:11][CH:9]1[O:10][C:6]1[CH:5]=[CH:4][C:3]([C:2]([F:15])([F:1])[F:16])=[CH:14][C:7]=12)=[O:50]. (2) Given the reactants [I:1]N1C(=O)CCC1=O.[C:9]([C:11]1[CH:15]=[CH:14][S:13][C:12]=1[NH:16][C:17](=[O:23])[O:18][C:19]([CH3:22])([CH3:21])[CH3:20])#[N:10], predict the reaction product. The product is: [C:19]([O:18][C:17](=[O:23])[NH:16][C:12]1[S:13][C:14]([I:1])=[CH:15][C:11]=1[C:9]#[N:10])([CH3:20])([CH3:22])[CH3:21]. (3) Given the reactants [F:1][C:2]1[CH:3]=[CH:4][C:5]2[C@@H:11]([C:12](OC)=[O:13])[C@H:10]([C:16](OC)=[O:17])[CH2:9][CH2:8][O:7][C:6]=2[CH:20]=1.[H-].[Al+3].[Li+].[H-].[H-].[H-], predict the reaction product. The product is: [F:1][C:2]1[CH:3]=[CH:4][C:5]2[C@@H:11]([CH2:12][OH:13])[C@H:10]([CH2:16][OH:17])[CH2:9][CH2:8][O:7][C:6]=2[CH:20]=1. (4) The product is: [Cl:28][C:23]1[CH:22]=[C:21]([C:15]2([C:17]([F:20])([F:19])[F:18])[O:14][N:13]=[C:12]([C:5]3[CH:6]=[CH:11][C:2]([C:3]([NH:29][CH2:30][C:31]4[CH:36]=[CH:35][CH:34]=[CH:33][N:32]=4)=[O:45])=[C:41]4[C:4]=3[CH:43]=[CH:42][N:39]=[CH:40]4)[CH2:16]2)[CH:26]=[C:25]([Cl:27])[CH:24]=1. Given the reactants Br[C:2]1[CH:3]=[CH:4][C:5]([C:12]2[CH2:16][C:15]([C:21]3[CH:26]=[C:25]([Cl:27])[CH:24]=[C:23]([Cl:28])[CH:22]=3)([C:17]([F:20])([F:19])[F:18])[O:14][N:13]=2)=[C:6]2[C:11]=1C=NC=C2.[NH2:29][CH2:30][C:31]1[CH:36]=[CH:35][CH:34]=[CH:33][N:32]=1.C([N:39]([CH2:42][CH3:43])[CH2:40][CH3:41])C.[C]=[O:45], predict the reaction product.